Task: Regression. Given a peptide amino acid sequence and an MHC pseudo amino acid sequence, predict their binding affinity value. This is MHC class II binding data.. Dataset: Peptide-MHC class II binding affinity with 134,281 pairs from IEDB The MHC is DRB3_0101 with pseudo-sequence DRB3_0101. The binding affinity (normalized) is 0. The peptide sequence is APGDSPNTDGIHIGD.